From a dataset of Forward reaction prediction with 1.9M reactions from USPTO patents (1976-2016). Predict the product of the given reaction. (1) Given the reactants [NH2:1][C:2]1[CH:3]=[CH:4][C:5]([O:12][C@@H:13]2[O:21][C@H:20]([CH2:22][OH:23])[C@@H:18]([OH:19])[C@H:16]([OH:17])[C@H:14]2[OH:15])=[C:6]([CH:11]=1)[C:7]([O:9]C)=[O:8].[OH-].[Na+], predict the reaction product. The product is: [NH2:1][C:2]1[CH:3]=[CH:4][C:5]([O:12][C@@H:13]2[O:21][C@H:20]([CH2:22][OH:23])[C@@H:18]([OH:19])[C@H:16]([OH:17])[C@H:14]2[OH:15])=[C:6]([CH:11]=1)[C:7]([OH:9])=[O:8]. (2) Given the reactants C1(C2N=NC(NNC(=O)CC3C=C4C(=CC=3)N=CC=C4)=NC=2)C=CC=CC=1.[C:28]1([C:34]2[N:39]=[N:38][C:37]([NH:40][NH:41][C:42](=O)[CH2:43][O:44][C:45]3[C:54]4[C:49](=[CH:50][C:51]([O:57][CH3:58])=[C:52]([O:55][CH3:56])[CH:53]=4)[N:48]=[CH:47][CH:46]=3)=[N:36][CH:35]=2)[CH:33]=[CH:32][CH:31]=[CH:30][CH:29]=1, predict the reaction product. The product is: [CH3:56][O:55][C:52]1[CH:53]=[C:54]2[C:49](=[CH:50][C:51]=1[O:57][CH3:58])[N:48]=[CH:47][CH:46]=[C:45]2[O:44][CH2:43][C:42]1[N:38]2[N:39]=[C:34]([C:28]3[CH:33]=[CH:32][CH:31]=[CH:30][CH:29]=3)[CH:35]=[N:36][C:37]2=[N:40][N:41]=1. (3) Given the reactants [OH:1][CH:2]([CH2:39][OH:40])[CH2:3][O:4][C:5]1[CH:10]=[CH:9][C:8]([C:11]2[C:15]3[CH:16]=[C:17]([O:20][CH2:21][C:22]4[CH:27]=[CH:26][C:25]([C@@H:28]([C:35]#[C:36][CH3:37])[CH2:29][C:30]([O:32]CC)=[O:31])=[CH:24][CH:23]=4)[CH:18]=[CH:19][C:14]=3[S:13][CH:12]=2)=[C:7]([CH3:38])[CH:6]=1.[Li+].[OH-].Cl, predict the reaction product. The product is: [OH:1][CH:2]([CH2:39][OH:40])[CH2:3][O:4][C:5]1[CH:10]=[CH:9][C:8]([C:11]2[C:15]3[CH:16]=[C:17]([O:20][CH2:21][C:22]4[CH:27]=[CH:26][C:25]([C@@H:28]([C:35]#[C:36][CH3:37])[CH2:29][C:30]([OH:32])=[O:31])=[CH:24][CH:23]=4)[CH:18]=[CH:19][C:14]=3[S:13][CH:12]=2)=[C:7]([CH3:38])[CH:6]=1. (4) Given the reactants C(OC(=O)[NH:7][CH:8]1[CH2:13][CH2:12][CH:11]([N:14]([C:30]([C:32]2[S:36][C:35]3[CH:37]=[CH:38][CH:39]=[C:40]([F:41])[C:34]=3[C:33]=2[Cl:42])=[O:31])[CH2:15][C:16]2[CH:21]=[C:20]([C:22]3[CH:23]=[N:24][CH:25]=[CH:26][CH:27]=3)[CH:19]=[CH:18][C:17]=2[O:28][CH3:29])[CH2:10][CH2:9]1)(C)(C)C.FC(F)(F)C(O)=O, predict the reaction product. The product is: [NH2:7][CH:8]1[CH2:13][CH2:12][CH:11]([N:14]([CH2:15][C:16]2[CH:21]=[C:20]([C:22]3[CH:23]=[N:24][CH:25]=[CH:26][CH:27]=3)[CH:19]=[CH:18][C:17]=2[O:28][CH3:29])[C:30]([C:32]2[S:36][C:35]3[CH:37]=[CH:38][CH:39]=[C:40]([F:41])[C:34]=3[C:33]=2[Cl:42])=[O:31])[CH2:10][CH2:9]1. (5) Given the reactants C[O:2][C:3](=[O:27])[CH2:4][C:5]1[C:6]([CH3:26])=[C:7]([S:15][C:16]2[CH:21]=[CH:20][C:19]([S:22]([CH3:25])(=[O:24])=[O:23])=[CH:18][CH:17]=2)[N:8]2[C:13]=1[CH:12]=[CH:11][C:10]([F:14])=[CH:9]2.CO.[OH-].[Na+], predict the reaction product. The product is: [F:14][C:10]1[CH:11]=[CH:12][C:13]2[N:8]([C:7]([S:15][C:16]3[CH:21]=[CH:20][C:19]([S:22]([CH3:25])(=[O:23])=[O:24])=[CH:18][CH:17]=3)=[C:6]([CH3:26])[C:5]=2[CH2:4][C:3]([OH:27])=[O:2])[CH:9]=1.